Dataset: Forward reaction prediction with 1.9M reactions from USPTO patents (1976-2016). Task: Predict the product of the given reaction. (1) Given the reactants [Cl:1][C:2]1[CH:10]=[C:9]2[C:5]([C:6]([CH:12]=O)=[CH:7][N:8]2[CH3:11])=[CH:4][CH:3]=1.[CH3:14][N:15]1C2C(=CC=CC=2)C(C)=C1C=O, predict the reaction product. The product is: [Cl:1][C:2]1[CH:10]=[C:9]2[C:5]([C:6]([CH2:12][NH:15][CH3:14])=[CH:7][N:8]2[CH3:11])=[CH:4][CH:3]=1. (2) Given the reactants [C:1]([O:5][C:6]([N:8]1[CH2:13][CH2:12][C:11](=O)[CH2:10][CH2:9]1)=[O:7])([CH3:4])([CH3:3])[CH3:2].[F:15][C:16]1[CH:22]=[CH:21][C:19]([NH2:20])=[CH:18][CH:17]=1.C(O)(=O)C.C(O[BH-](OC(=O)C)OC(=O)C)(=O)C.[Na+], predict the reaction product. The product is: [F:15][C:16]1[CH:22]=[CH:21][C:19]([NH:20][CH:11]2[CH2:12][CH2:13][N:8]([C:6]([O:5][C:1]([CH3:4])([CH3:3])[CH3:2])=[O:7])[CH2:9][CH2:10]2)=[CH:18][CH:17]=1.